This data is from Catalyst prediction with 721,799 reactions and 888 catalyst types from USPTO. The task is: Predict which catalyst facilitates the given reaction. (1) Reactant: [F:1][C:2]([F:20])([F:19])[C:3]1[CH:8]=[CH:7][CH:6]=[CH:5][C:4]=1[NH:9][C:10](=O)[O:11]C1C=CC=CC=1.O.[NH2:22][NH2:23]. Product: [F:1][C:2]([F:20])([F:19])[C:3]1[CH:8]=[CH:7][CH:6]=[CH:5][C:4]=1[NH:9][C:10]([NH:22][NH2:23])=[O:11]. The catalyst class is: 8. (2) Reactant: [F:1][CH2:2][CH2:3][N:4]1[C:8]2[CH:9]=[CH:10][C:11]([C:13]([OH:15])=O)=[CH:12][C:7]=2[N:6]=[C:5]1[NH:16][C:17]1[S:18][C:19]2[CH:25]=[C:24]([O:26][C:27]([F:30])([F:29])[F:28])[CH:23]=[CH:22][C:20]=2[N:21]=1.[CH2:31]([O:33][CH2:34][CH2:35][NH2:36])[CH3:32].CN(C(ON1N=NC2C=CC=CC1=2)=[N+](C)C)C.F[P-](F)(F)(F)(F)F.CCN(C(C)C)C(C)C. Product: [CH2:31]([O:33][CH2:34][CH2:35][NH:36][C:13]([C:11]1[CH:10]=[CH:9][C:8]2[N:4]([CH2:3][CH2:2][F:1])[C:5]([NH:16][C:17]3[S:18][C:19]4[CH:25]=[C:24]([O:26][C:27]([F:30])([F:28])[F:29])[CH:23]=[CH:22][C:20]=4[N:21]=3)=[N:6][C:7]=2[CH:12]=1)=[O:15])[CH3:32]. The catalyst class is: 3. (3) Reactant: [CH:1]1([C:4]2[C:12]([CH:13]([S:17]([CH3:20])(=[O:19])=[O:18])[CH2:14][CH:15]=[O:16])=[CH:11][C:10]3[C:6](=[C:7]([C:28]([NH:30][CH3:31])=[O:29])[N:8]([C:21]4[CH:26]=[CH:25][C:24]([CH3:27])=[CH:23][CH:22]=4)[N:9]=3)[CH:5]=2)[CH2:3][CH2:2]1.C1(C2C(C(S(C)(=O)=O)CC(O)O)=CC3C(=C(C(NC)=O)N(C4C=CC(C)=CC=4)N=3)C=2)CC1.[BH4-].[Na+].S(=O)(=O)(O)O. Product: [CH:1]1([C:4]2[C:12]([CH:13]([S:17]([CH3:20])(=[O:19])=[O:18])[CH2:14][CH2:15][OH:16])=[CH:11][C:10]3[C:6](=[C:7]([C:28]([NH:30][CH3:31])=[O:29])[N:8]([C:21]4[CH:22]=[CH:23][C:24]([CH3:27])=[CH:25][CH:26]=4)[N:9]=3)[CH:5]=2)[CH2:3][CH2:2]1. The catalyst class is: 38. (4) Reactant: P([O-])(O)(O)=O.[K+].[OH-].[Na+].C[O:10][C:11](=[O:39])[CH2:12][CH2:13][CH2:14][CH2:15][CH2:16][CH2:17][C@H:18]1[C@H:22]([CH:23]=[CH:24][Sn:25]([CH2:34][CH2:35][CH2:36][CH3:37])([CH2:30][CH2:31][CH2:32][CH3:33])[CH2:26][CH2:27][CH2:28][CH3:29])[CH2:21][CH2:20][C:19]1=[O:38].Cl. Product: [O:38]=[C:19]1[CH2:20][CH2:21][C@@H:22]([CH:23]=[CH:24][Sn:25]([CH2:26][CH2:27][CH2:28][CH3:29])([CH2:34][CH2:35][CH2:36][CH3:37])[CH2:30][CH2:31][CH2:32][CH3:33])[C@@H:18]1[CH2:17][CH2:16][CH2:15][CH2:14][CH2:13][CH2:12][C:11]([OH:39])=[O:10]. The catalyst class is: 6.